Task: Predict which catalyst facilitates the given reaction.. Dataset: Catalyst prediction with 721,799 reactions and 888 catalyst types from USPTO Reactant: [NH2:1][C:2]1[CH:7]=[CH:6][C:5]([C:8]2[CH:13]=[CH:12][C:11]([C:14]([C@@H:16]3[CH2:19][CH2:18][C@H:17]3[C:20]([O:22][CH3:23])=[O:21])=[O:15])=[CH:10][CH:9]=2)=[CH:4][CH:3]=1.[CH:24]([C:27]1[CH:32]=[CH:31][C:30]([CH2:33][C:34](O)=[O:35])=[CH:29][CH:28]=1)([CH3:26])[CH3:25].CN(C1C=CC=CN=1)C.CCN=C=NCCCN(C)C. Product: [CH:24]([C:27]1[CH:32]=[CH:31][C:30]([CH2:33][C:34]([NH:1][C:2]2[CH:3]=[CH:4][C:5]([C:8]3[CH:13]=[CH:12][C:11]([C:14]([C@@H:16]4[CH2:19][CH2:18][C@H:17]4[C:20]([O:22][CH3:23])=[O:21])=[O:15])=[CH:10][CH:9]=3)=[CH:6][CH:7]=2)=[O:35])=[CH:29][CH:28]=1)([CH3:26])[CH3:25]. The catalyst class is: 46.